From a dataset of Experimentally validated miRNA-target interactions with 360,000+ pairs, plus equal number of negative samples. Binary Classification. Given a miRNA mature sequence and a target amino acid sequence, predict their likelihood of interaction. (1) The miRNA is hsa-miR-219a-1-3p with sequence AGAGUUGAGUCUGGACGUCCCG. The protein sequence of the target gene is MAALKLLSSGLRLGASARSSRGALHKGCVCYFSVSTRHHTKFYTDPVEAVKDIPNGATLLVGGFGLCGIPENLIGALLKTGVKDLTAVSNNAGVDNFGLGLLLRSKQIKRMISSYVGENAEFERQFLSGELEVELTPQGTLAERIRAGGAGVPAFYTSTGYGTLVQEGGSPIKYNKDGSVAIASKPREVREFNGQHFILEEAITGDFALVKAWKADRAGNVIFRKSARNFNLPMCKAAGTTVVEVEEIVDIGSFAPEDIHIPKIYVHRLIKGEKYEKRIERLSLRKEGDGKGKSGKPGGD.... Result: 0 (no interaction). (2) The miRNA is hsa-miR-513c-5p with sequence UUCUCAAGGAGGUGUCGUUUAU. The protein sequence of the target gene is MCAQYCISFADVEKAHINIQDSIHLTPVLTSSILNQIAGRNLFFKCELFQKTGSFKIRGALNAIRGLIPDTPEEKPKAVVTHSSGNHGQALTYAAKLEGIPAYIVVPQTAPNCKKLAIQAYGASIVYCDPSDESREKVTQRIMQETEGILVHPNQEPAVIAGQGTIALEVLNQVPLVDALVVPVGGGGMVAGIAITIKALKPSVKVYAAEPSNADDCYQSKLKGELTPNLHPPETIADGVKSSIGLNTWPIIRDLVDDVFTVTEDEIKYATQLVWGRMKLLIEPTAGVALAAVLSQHFQT.... Result: 0 (no interaction). (3) The miRNA is mmu-miR-5127 with sequence UCUCCCAACCCUUUUCCCA. The protein sequence of the target gene is MAVMNHLRVILQVSSSTLPWRRCWVPRLVPRRSCSLYTCTYRTRNRALPPLWENLDLVPAGDRQSPINIRWRDSVYDPGLKPLTISYDPATCLHIWNNGYSFLVEFEDSTDKSVVEGGPLEHNYRLKQFHFHWGAIDAWGSEHTVDSKCYPAELHLVHWNAVKFESFEDAALEENGLAVIGVFLKLGKHHKELQKLVDTLPSIKHKDTLVEFGSFDPSCLMPTCPDYWTYSGSLTTPPLSESVTWIIKKQPVEVDRDQLEQFRTLLFTSEGEKEKRMVDNFRPLQPLMNRTVRSSFRHDY.... Result: 1 (interaction). (4) The miRNA is hsa-miR-1468-3p with sequence AGCAAAAUAAGCAAAUGGAAAA. The protein sequence of the target gene is MDSFDPQQLGLSPARFAGTFGSGAASVSCSRLRQVQSVLTQSSKSQPDGILCILGIDSRYNEGCRELANYLLFGLYSQNATDFEKTGFSEEILDDVILLIKSDSVHLYCNPVNYRYLLPYVAHWRNLHFHCMTENEYEDEEAAEEFKISSFVDMVRDCSRIGIPYSSQGHLQIFDMFVVEKWPIVQAFALEGIGGDGFFTMKYELQDVSLSLWNVYSRMDPASLENMLSEDLAVFEHQWTSFFANFDTEIPFLLELSESQAGEPFRSYFGHGMLSSHITENSPHRQPFVLFGNHSTRDNL.... Result: 0 (no interaction). (5) The miRNA is hsa-miR-302b-3p with sequence UAAGUGCUUCCAUGUUUUAGUAG. The protein sequence of the target gene is MEVKDANSALLSNYEVFQLLTDLKEQRKESGKNKHSSGQQNLNTITYETLKYISKTPCRHQSPEIVREFLTALKSHKLTKAEKLQLLNHRPVTAVEIQLMVEESEERLTEEQIEALLHTVTSILPAEPEAEQKKNTNSNVAMDEEDPA. Result: 1 (interaction). (6) The miRNA is hsa-miR-335-3p with sequence UUUUUCAUUAUUGCUCCUGACC. The protein sequence of the target gene is MTLARFVLALMLGALPEVVGFDSVLNDSLHHSHRHSPPAGPHYPYYLPTQQRPPRTRPPPPLPRFPRPPRALPAQRPHALQAGHTPRPHPWGCPAGEPWVSVTDFGAPCLRWAEVPPFLERSPPASWAQLRGQRHNFCRSPDGAGRPWCFYGDARGKVDWGYCDCRHGSVRLRGGKNEFEGTVEVYASGVWGTVCSSHWDDSDASVICHQLQLGGKGIAKQTPFSGLGLIPIYWSNVRCRGDEENILLCEKDIWQGGVCPQKMAAAVTCSFSHGPTFPIIRLAGGSSVHEGRVELYHAGQ.... Result: 0 (no interaction). (7) The miRNA is hsa-miR-26b-5p with sequence UUCAAGUAAUUCAGGAUAGGU. The protein sequence of the target gene is MLFNSVLRQPQLGVLRNGWSSQYPLQSLLTGYQCSGNDEHTSYGETGVPVPPFGCTFSSAPNMEHVLAVANEEGFVRLYNTESQSFRKKCFKEWMAHWNAVFDLAWVPGELKLVTAAGDQTAKFWDVKAGELIGTCKGHQCSLKSVAFSKFEKAVFCTGGRDGNIMVWDTRCNKKDGFYRQVNQISGAHNTSDKQTPSKPKKKQNSKGLAPSVDFQQSVTVVLFQDENTLVSAGAVDGIIKVWDLRKNYTAYRQEPIASKSFLYPGSSTRKLGYSSLILDSTGSTLFANCTDDNIYMFNM.... Result: 1 (interaction). (8) The miRNA is hsa-miR-106b-5p with sequence UAAAGUGCUGACAGUGCAGAU. The protein sequence of the target gene is MTNTKGKRRGTRYMFSRPFRKHGVVPLATYMRIYKKGDIVDIKGMGTVQKGMPHKCYHGKTGRVYNVTQHAVGIVVNKQVKGKILAKRINVRIEHIKHSKSRDSFLKRVKENDQKKKEAKEKGTWVQLKRQPAPPREAHFVRTNGKEPELLEPIPYEFMA. Result: 1 (interaction).